This data is from Full USPTO retrosynthesis dataset with 1.9M reactions from patents (1976-2016). The task is: Predict the reactants needed to synthesize the given product. (1) Given the product [CH:17]1([O:16][C:14]([N:49]2[CH2:50][CH2:51][CH:46]([O:45][C:43]3[CH:44]=[C:39]([N:35]4[C:36]5[C:32](=[CH:31][C:30]([S:27]([CH3:26])(=[O:29])=[O:28])=[CH:38][CH:37]=5)[CH2:33][CH2:34]4)[N:40]=[CH:41][N:42]=3)[CH2:47][CH2:48]2)=[O:15])[CH2:22][CH2:21][CH2:20]1, predict the reactants needed to synthesize it. The reactants are: C1(O)CCC1.C(N(CC)CC)C.Cl[C:14]([O:16][C:17]1[CH:22]=[CH:21][C:20]([N+]([O-])=O)=CC=1)=[O:15].[CH3:26][S:27]([C:30]1[CH:31]=[C:32]2[C:36](=[CH:37][CH:38]=1)[N:35]([C:39]1[CH:44]=[C:43]([O:45][CH:46]3[CH2:51][CH2:50][NH:49][CH2:48][CH2:47]3)[N:42]=[CH:41][N:40]=1)[CH2:34][CH2:33]2)(=[O:29])=[O:28]. (2) Given the product [CH3:7][O:6][CH:1]([O:4][CH3:5])[C:25]1[CH:26]=[CH:27][C:28]([C:31]#[C:32][C:33]2[CH:34]=[CH:35][C:36]([C:37]([O:39][CH2:40][CH3:41])=[O:38])=[CH:42][CH:43]=2)=[CH:29][CH:30]=1, predict the reactants needed to synthesize it. The reactants are: [CH:1]([O:6][CH3:7])([O:4][CH3:5])OC.CC1(C)C2(CS(O)(=O)=O)C(CC1CC2)=O.C([C:25]1[CH:30]=[CH:29][C:28]([C:31]#[C:32][C:33]2[CH:43]=[CH:42][C:36]([C:37]([O:39][CH2:40][CH3:41])=[O:38])=[CH:35][CH:34]=2)=[CH:27][CH:26]=1)=O.C(=O)([O-])O.[Na+]. (3) Given the product [C:34]1([CH2:40][CH2:41][CH2:42][N:48]2[C:44](=[O:50])[CH:45]=[CH:46][C:47]2=[O:49])[CH:35]=[CH:36][CH:37]=[CH:38][CH:39]=1, predict the reactants needed to synthesize it. The reactants are: C1C=CC(P(C2C=CC=CC=2)C2C=CC=CC=2)=CC=1.CC(OC(/N=N/C(OC(C)C)=O)=O)C.[C:34]1([CH2:40][CH2:41][CH2:42]O)[CH:39]=[CH:38][CH:37]=[CH:36][CH:35]=1.[C:44]1(=[O:50])[NH:48][C:47](=[O:49])[CH:46]=[CH:45]1. (4) Given the product [CH2:24]([O:23][CH2:22][CH2:21][CH2:20][CH2:19][C:18]1[O:16][C:14]2[C:15]3[CH:7]([CH2:6][CH2:5][NH:4][C:1](=[O:3])[CH3:2])[CH2:8][CH2:9][C:10]=3[CH:11]=[CH:12][C:13]=2[N:17]=1)[C:25]1[CH:26]=[CH:27][CH:28]=[CH:29][CH:30]=1, predict the reactants needed to synthesize it. The reactants are: [C:1]([NH:4][CH2:5][CH2:6][CH:7]1[C:15]2[C:10](=[CH:11][CH:12]=[C:13]([NH:17][C:18](=O)[CH2:19][CH2:20][CH2:21][CH2:22][O:23][CH2:24][C:25]3[CH:30]=[CH:29][CH:28]=[CH:27][CH:26]=3)[C:14]=2[OH:16])[CH2:9][CH2:8]1)(=[O:3])[CH3:2].C1(C)C=CC(S([O-])(=O)=O)=CC=1.[NH+]1C=CC=CC=1. (5) The reactants are: [N:1]1[C:10]2[C:5](=[CH:6][C:7]([O:11][C:12](=[O:14])[CH3:13])=[CH:8][CH:9]=2)[CH:4]=[CH:3][CH:2]=1.N1C=CC=CC=1.[Br:21]Br. Given the product [Br:21][C:3]1[CH:2]=[N:1][C:10]2[C:5]([CH:4]=1)=[CH:6][C:7]([O:11][C:12](=[O:14])[CH3:13])=[CH:8][CH:9]=2, predict the reactants needed to synthesize it. (6) Given the product [CH:1]1([C:6]2[N:10]([NH:11][C:18](=[NH:19])[CH:17]([O:20][CH2:21][CH3:22])[O:16][CH2:14][CH3:15])[CH:9]=[N:8][N:7]=2)[CH2:2][CH2:3][CH2:4][CH2:5]1, predict the reactants needed to synthesize it. The reactants are: [CH:1]1([C:6]2[N:10]([NH2:11])[CH:9]=[N:8][N:7]=2)[CH2:5][CH2:4][CH2:3][CH2:2]1.[H-].[Na+].[CH2:14]([O:16][CH:17]([O:20][CH2:21][CH3:22])[C:18]#[N:19])[CH3:15].O. (7) The reactants are: [C:1]([C:3]1[CH:8]=[CH:7][C:6]([C:9]2[N:13]3[CH:14]=[C:15]([C:18]4[CH:28]=[CH:27][C:21]([C:22]([O:24]CC)=[O:23])=[C:20]([F:29])[CH:19]=4)[CH:16]=[CH:17][C:12]3=[N:11][CH:10]=2)=[CH:5][CH:4]=1)#[N:2].O.[Li+].[OH-].C(O)(=O)CC(CC(O)=O)(C(O)=O)O. Given the product [C:1]([C:3]1[CH:4]=[CH:5][C:6]([C:9]2[N:13]3[CH:14]=[C:15]([C:18]4[CH:28]=[CH:27][C:21]([C:22]([OH:24])=[O:23])=[C:20]([F:29])[CH:19]=4)[CH:16]=[CH:17][C:12]3=[N:11][CH:10]=2)=[CH:7][CH:8]=1)#[N:2], predict the reactants needed to synthesize it.